From a dataset of Peptide-MHC class I binding affinity with 185,985 pairs from IEDB/IMGT. Regression. Given a peptide amino acid sequence and an MHC pseudo amino acid sequence, predict their binding affinity value. This is MHC class I binding data. The peptide sequence is SVMNFIPII. The MHC is HLA-A02:02 with pseudo-sequence HLA-A02:02. The binding affinity (normalized) is 0.762.